From a dataset of Catalyst prediction with 721,799 reactions and 888 catalyst types from USPTO. Predict which catalyst facilitates the given reaction. (1) Reactant: [C:1]([CH2:4][C:5]([NH:8][CH2:9][CH2:10][CH2:11][O:12][C:13]1[CH:18]=[CH:17][C:16]([CH2:19][C:20]2[C:21]([O:28][C@@H:29]3[O:55][C@H:54]([CH2:56][O:57]C(=O)C(C)(C)C)[C@@H:46]([O:47]C(=O)C(C)(C)C)[C@H:38]([O:39]C(=O)C(C)(C)C)[C@H:30]3[O:31]C(=O)C(C)(C)C)=[N:22][NH:23][C:24]=2[CH:25]([CH3:27])[CH3:26])=[C:15]([CH3:64])[CH:14]=1)([CH3:7])[CH3:6])(O)=[O:2].[OH:65][CH2:66][CH2:67][N:68]1[CH2:73][CH2:72][NH:71][CH2:70][CH2:69]1.ON1C2C=CC=CC=2N=N1.Cl.C(N=C=NCCCN(C)C)C. Product: [C@@H:29]1([O:28][C:21]2[C:20]([CH2:19][C:16]3[CH:17]=[CH:18][C:13]([O:12][CH2:11][CH2:10][CH2:9][NH:8][C:5]([CH3:7])([CH3:6])[CH2:4][C:1]([N:71]4[CH2:72][CH2:73][N:68]([CH2:67][CH2:66][OH:65])[CH2:69][CH2:70]4)=[O:2])=[CH:14][C:15]=3[CH3:64])=[C:24]([CH:25]([CH3:27])[CH3:26])[NH:23][N:22]=2)[O:55][C@H:54]([CH2:56][OH:57])[C@@H:46]([OH:47])[C@H:38]([OH:39])[C@H:30]1[OH:31]. The catalyst class is: 681. (2) Reactant: [CH3:1][C:2]([CH3:25])([CH3:24])[C:3]#[C:4][C:5]1[S:9][C:8]([C:10]([OH:12])=[O:11])=[C:7]([N:13]([C:15]([CH:17]2[CH2:22][CH2:21][CH:20]([CH3:23])[CH2:19][CH2:18]2)=[O:16])[NH2:14])[CH:6]=1.[N:26]1[CH:31]=[CH:30][CH:29]=[C:28]([O:32][CH2:33][CH:34]=O)[CH:27]=1.C(#N)C.FC(F)(F)C(O)=O. Product: [CH3:1][C:2]([CH3:24])([CH3:25])[C:3]#[C:4][C:5]1[S:9][C:8]([C:10]([OH:12])=[O:11])=[C:7]([N:13]([C:15]([CH:17]2[CH2:18][CH2:19][CH:20]([CH3:23])[CH2:21][CH2:22]2)=[O:16])[NH:14][CH2:34][CH2:33][O:32][C:28]2[CH:27]=[N:26][CH:31]=[CH:30][CH:29]=2)[CH:6]=1. The catalyst class is: 6. (3) The catalyst class is: 2. Product: [Cl:13][C:14]1[CH:15]=[C:16]([C:20]#[C:21][C:22]([NH:12][CH2:11][CH2:10][C:6]2[CH:5]=[N:4][CH:9]=[CH:8][CH:7]=2)=[O:23])[CH:17]=[CH:18][CH:19]=1. Reactant: N=C=N.[N:4]1[CH:9]=[CH:8][CH:7]=[C:6]([CH2:10][CH2:11][NH2:12])[CH:5]=1.[Cl:13][C:14]1[CH:15]=[C:16]([C:20]#[C:21][C:22](O)=[O:23])[CH:17]=[CH:18][CH:19]=1. (4) The catalyst class is: 3. Reactant: [O:1]1[CH:5]=[CH:4][N:3]=[C:2]1[C@@H:6]1[NH:10][CH:9]([C:11]([OH:13])=[O:12])[CH2:8][S:7]1.CCN(C(C)C)C(C)C.Cl[C:24]([O:26][CH2:27][C:28]1[CH:33]=[CH:32][CH:31]=[CH:30][CH:29]=1)=[O:25]. Product: [CH2:27]([O:26][C:24]([N:10]1[CH:9]([C:11]([OH:13])=[O:12])[CH2:8][S:7][C@@H:6]1[C:2]1[O:1][CH:5]=[CH:4][N:3]=1)=[O:25])[C:28]1[CH:33]=[CH:32][CH:31]=[CH:30][CH:29]=1. (5) Reactant: Cl[C:2]1[C:7]([C:8]([F:11])([F:10])[F:9])=[CH:6][N:5]=[C:4]([NH:12][C:13]2[C:18]([O:19][CH3:20])=[CH:17][C:16]([C:21]3[CH:26]=[CH:25][C:24]([C:27]([NH:29][CH3:30])=[O:28])=[CH:23][CH:22]=3)=[C:15]([CH3:31])[CH:14]=2)[N:3]=1.[CH3:32][C:33]1[NH:37][N:36]=[C:35]([NH2:38])[CH:34]=1.C(=O)([O-])[O-].[Cs+].[Cs+]. Product: [CH3:20][O:19][C:18]1[C:13]([NH:12][C:4]2[N:3]=[C:2]([NH:38][C:35]3[CH:34]=[C:33]([CH3:32])[NH:37][N:36]=3)[C:7]([C:8]([F:11])([F:10])[F:9])=[CH:6][N:5]=2)=[CH:14][C:15]([CH3:31])=[C:16]([C:21]2[CH:26]=[CH:25][C:24]([C:27]([NH:29][CH3:30])=[O:28])=[CH:23][CH:22]=2)[CH:17]=1. The catalyst class is: 516. (6) Reactant: [CH2:1]([O:3][C:4]1[CH:5]=[C:6]([C:13](=[O:41])[CH2:14][CH2:15][C:16]([NH:18][C:19]2[CH:24]=[C:23]([C:25]3[CH:34]=[CH:33][C:28]([C:29]([O:31]C)=[O:30])=[CH:27][CH:26]=3)[CH:22]=[C:21]([C:35]3[CH:40]=[CH:39][CH:38]=[CH:37][CH:36]=3)[N:20]=2)=[O:17])[CH:7]=[CH:8][C:9]=1[O:10][CH2:11][CH3:12])[CH3:2].[OH-].[Na+].O1CCCC1. Product: [CH2:1]([O:3][C:4]1[CH:5]=[C:6]([C:13](=[O:41])[CH2:14][CH2:15][C:16]([NH:18][C:19]2[CH:24]=[C:23]([C:25]3[CH:26]=[CH:27][C:28]([C:29]([OH:31])=[O:30])=[CH:33][CH:34]=3)[CH:22]=[C:21]([C:35]3[CH:36]=[CH:37][CH:38]=[CH:39][CH:40]=3)[N:20]=2)=[O:17])[CH:7]=[CH:8][C:9]=1[O:10][CH2:11][CH3:12])[CH3:2]. The catalyst class is: 5. (7) Reactant: [N:1]1([C:7]2[CH:17]=[CH:16][C:10]3[CH:11]=[CH:12][CH:13]=[CH:14]N[C:9]=3[CH:8]=2)[CH2:6][CH2:5][O:4][CH2:3][CH2:2]1.[C:18]([OH:27])(=[O:26])[C@@H:19]([C@H:21]([C:23]([OH:25])=[O:24])[OH:22])[OH:20].O. Product: [C:23]([CH:21]([CH:19]([C:18]([OH:27])=[O:26])[OH:20])[OH:22])([OH:25])=[O:24].[CH3:8][C:7]1([CH3:17])[C:9]2[CH:8]=[C:7]([N:1]3[CH2:6][CH2:5][O:4][CH2:3][CH2:2]3)[CH:17]=[CH:16][C:10]=2[CH:11]([C:12]2[CH:23]=[CH:21][CH:19]=[CH:14][CH:13]=2)[CH2:3][CH2:2][NH:1]1. The catalyst class is: 5.